Dataset: Reaction yield outcomes from USPTO patents with 853,638 reactions. Task: Predict the reaction yield, written as a fraction of the theoretical maximum amount of product (1.0 means a 100% yield; for example, 0.34 means a 34% yield). (1) The reactants are C([O:3][C:4](=[O:18])[C:5]([CH3:17])([S:7]([CH2:10][CH:11]1[CH2:16][CH2:15][O:14][CH2:13][CH2:12]1)(=[O:9])=[O:8])[CH3:6])C.[OH-].[Na+].CC(OC)(C)C. The catalyst is C1COCC1. The product is [CH3:17][C:5]([S:7]([CH2:10][CH:11]1[CH2:12][CH2:13][O:14][CH2:15][CH2:16]1)(=[O:9])=[O:8])([CH3:6])[C:4]([OH:18])=[O:3]. The yield is 0.910. (2) The reactants are [Cl:1][C:2]1[CH:9]=[CH:8][C:5]([CH2:6][OH:7])=[CH:4][C:3]=1[O:10][CH2:11][CH3:12]. The yield is 0.520. The catalyst is ClCCl.O=[Mn]=O. The product is [Cl:1][C:2]1[CH:9]=[CH:8][C:5]([CH:6]=[O:7])=[CH:4][C:3]=1[O:10][CH2:11][CH3:12]. (3) The reactants are [NH2:1][C:2]1[C:11]2[C:6](=[C:7](I)[C:8]([Cl:12])=[CH:9][CH:10]=2)[N:5]=[N:4][C:3]=1[C:14]([NH:16][CH2:17][CH2:18][CH3:19])=[O:15].[CH3:20][C:21]1[CH:26]=[CH:25][C:24]([CH3:27])=[CH:23][C:22]=1B(O)O. No catalyst specified. The product is [NH2:1][C:2]1[C:11]2[C:6](=[C:7]([C:22]3[CH:23]=[C:24]([CH3:27])[CH:25]=[CH:26][C:21]=3[CH3:20])[C:8]([Cl:12])=[CH:9][CH:10]=2)[N:5]=[N:4][C:3]=1[C:14]([NH:16][CH2:17][CH2:18][CH3:19])=[O:15]. The yield is 0.450.